Regression. Given two drug SMILES strings and cell line genomic features, predict the synergy score measuring deviation from expected non-interaction effect. From a dataset of NCI-60 drug combinations with 297,098 pairs across 59 cell lines. Drug 1: C1=CC=C(C=C1)NC(=O)CCCCCCC(=O)NO. Drug 2: C1CNP(=O)(OC1)N(CCCl)CCCl. Cell line: HT29. Synergy scores: CSS=15.0, Synergy_ZIP=-1.23, Synergy_Bliss=5.63, Synergy_Loewe=-15.2, Synergy_HSA=2.74.